Task: Predict the reactants needed to synthesize the given product.. Dataset: Full USPTO retrosynthesis dataset with 1.9M reactions from patents (1976-2016) (1) Given the product [CH2:46]([O:53][NH:54][C:3](=[O:4])[C:2]([OH:1])([CH2:22][S:23]([C:26]1[CH:27]=[CH:28][C:29]([O:32][CH3:33])=[CH:30][CH:31]=1)(=[O:25])=[O:24])[CH2:6][S:7]([C:10]1[CH:15]=[CH:14][C:13]([C:16]2[CH:17]=[CH:18][CH:19]=[CH:20][CH:21]=2)=[CH:12][CH:11]=1)(=[O:9])=[O:8])[C:47]1[CH:52]=[CH:51][CH:50]=[CH:49][CH:48]=1, predict the reactants needed to synthesize it. The reactants are: [OH:1][C:2]([CH2:22][S:23]([C:26]1[CH:31]=[CH:30][C:29]([O:32][CH3:33])=[CH:28][CH:27]=1)(=[O:25])=[O:24])([CH2:6][S:7]([C:10]1[CH:15]=[CH:14][C:13]([C:16]2[CH:21]=[CH:20][CH:19]=[CH:18][CH:17]=2)=[CH:12][CH:11]=1)(=[O:9])=[O:8])[C:3](O)=[O:4].O.ON1C2C=CC=CC=2N=N1.Cl.[CH2:46]([O:53][NH2:54])[C:47]1[CH:52]=[CH:51][CH:50]=[CH:49][CH:48]=1.C(N(C(C)C)CC)(C)C.Cl.CN(C)CCCN=C=NCC. (2) Given the product [NH2:20][C:14]1[CH:13]=[CH:12][C:8]2[N:9]=[CH:10][N:11]=[C:6]([NH:5][C:4]3[CH:17]=[CH:18][CH:19]=[C:2]([Br:1])[CH:3]=3)[C:7]=2[N:15]=1, predict the reactants needed to synthesize it. The reactants are: [Br:1][C:2]1[CH:3]=[C:4]([CH:17]=[CH:18][CH:19]=1)[NH:5][C:6]1[C:7]2[N:15]=[C:14](F)[CH:13]=[CH:12][C:8]=2[N:9]=[CH:10][N:11]=1.[NH3:20].